From a dataset of Forward reaction prediction with 1.9M reactions from USPTO patents (1976-2016). Predict the product of the given reaction. (1) Given the reactants [CH2:1]([C:4]1([C:10]2[CH:15]=[CH:14][CH:13]=[CH:12][CH:11]=2)[CH2:9][CH2:8][CH2:7][CH2:6][O:5]1)[CH:2]=C.C[N+]1([O-])CC[O:20]CC1.I([O-])(=O)(=O)=O.[Na+].CCOC(C)=O, predict the reaction product. The product is: [C:10]1([C:4]2([CH2:1][CH:2]=[O:20])[CH2:9][CH2:8][CH2:7][CH2:6][O:5]2)[CH:15]=[CH:14][CH:13]=[CH:12][CH:11]=1. (2) Given the reactants [H-].[Na+].[Cl:3][C:4]1[C:12]2[N:11]=[C:10]3[N:13]([C:17]4[CH:22]=[CH:21][C:20]([Cl:23])=[CH:19][C:18]=4[C:24]([F:27])([F:26])[F:25])[CH2:14][CH2:15][CH2:16][N:9]3[C:8]=2[C:7]([CH:28]([CH:30]2[CH2:32][CH2:31]2)[OH:29])=[CH:6][CH:5]=1.[CH3:33]I, predict the reaction product. The product is: [Cl:3][C:4]1[C:12]2[N:11]=[C:10]3[N:13]([C:17]4[CH:22]=[CH:21][C:20]([Cl:23])=[CH:19][C:18]=4[C:24]([F:25])([F:27])[F:26])[CH2:14][CH2:15][CH2:16][N:9]3[C:8]=2[C:7]([CH:28]([CH:30]2[CH2:32][CH2:31]2)[O:29][CH3:33])=[CH:6][CH:5]=1. (3) Given the reactants [CH3:1][C:2]1[C:7](/[CH:8]=[C:9](/[N+:11]([O-:13])=[O:12])\[CH3:10])=[CH:6][CH:5]=[CH:4][C:3]=1[NH:14][C:15](=[O:24])[O:16][CH2:17][C:18]1[CH:23]=[CH:22][CH:21]=[CH:20][CH:19]=1.[Br:25][C:26]1[CH:34]=[C:33]2[C:29]([CH:30]=[CH:31][NH:32]2)=[CH:28][CH:27]=1, predict the reaction product. The product is: [Br:25][C:26]1[CH:34]=[C:33]2[C:29]([C:30]([CH:8]([C:7]3[C:2]([CH3:1])=[C:3]([NH:14][C:15](=[O:24])[O:16][CH2:17][C:18]4[CH:23]=[CH:22][CH:21]=[CH:20][CH:19]=4)[CH:4]=[CH:5][CH:6]=3)[CH:9]([N+:11]([O-:13])=[O:12])[CH3:10])=[CH:31][NH:32]2)=[CH:28][CH:27]=1. (4) Given the reactants [ClH:1].C(OC([N:9]1[CH2:14][CH2:13][C:12]([CH2:16][S:17]([C:20]2[CH:29]=[CH:28][C:23]([C:24]([O:26][CH3:27])=[O:25])=[CH:22][CH:21]=2)(=[O:19])=[O:18])([OH:15])[CH2:11][CH2:10]1)=O)(C)(C)C, predict the reaction product. The product is: [ClH:1].[OH:15][C:12]1([CH2:16][S:17]([C:20]2[CH:29]=[CH:28][C:23]([C:24]([O:26][CH3:27])=[O:25])=[CH:22][CH:21]=2)(=[O:18])=[O:19])[CH2:13][CH2:14][NH:9][CH2:10][CH2:11]1. (5) Given the reactants [F:1][C:2]1[C:7]([O:8][CH3:9])=[CH:6][C:5]([O:10][CH3:11])=[C:4]([F:12])[C:3]=1[N:13]1[CH2:22][C:21]2[C:16](=[N:17][C:18]([S:23][CH3:24])=[N:19][CH:20]=2)[NH:15][C:14]1=[O:25].[CH2:26]([O:28][C:29]([CH:31]1[CH2:36][CH2:35][CH:34](O)[CH2:33][CH2:32]1)=[O:30])[CH3:27].C1(P(C2C=CC=CC=2)C2C=CC=CC=2)C=CC=CC=1.CC(OC(/N=N/C(OC(C)C)=O)=O)C, predict the reaction product. The product is: [CH2:26]([O:28][C:29]([CH:31]1[CH2:36][CH2:35][CH:34]([N:15]2[C:16]3=[N:17][C:18]([S:23][CH3:24])=[N:19][CH:20]=[C:21]3[CH2:22][N:13]([C:3]3[C:2]([F:1])=[C:7]([O:8][CH3:9])[CH:6]=[C:5]([O:10][CH3:11])[C:4]=3[F:12])[C:14]2=[O:25])[CH2:33][CH2:32]1)=[O:30])[CH3:27]. (6) Given the reactants Cl.[CH3:2][O:3][C@H:4]1[C@@H:9]([NH:10][C:11](=[O:20])[O:12][CH2:13][C:14]2[CH:19]=[CH:18][CH:17]=[CH:16][CH:15]=2)[CH2:8][CH2:7][NH:6][CH2:5]1.Cl[C:22]1[CH:23]=[C:24]([C:29]([O:31][CH3:32])=[O:30])[C:25]([CH3:28])=[N:26][CH:27]=1.C1C=CC(P(C2C(C3C(P(C4C=CC=CC=4)C4C=CC=CC=4)=CC=C4C=3C=CC=C4)=C3C(C=CC=C3)=CC=2)C2C=CC=CC=2)=CC=1.C(=O)([O-])[O-].[Cs+].[Cs+], predict the reaction product. The product is: [CH2:13]([O:12][C:11]([NH:10][C@H:9]1[CH2:8][CH2:7][N:6]([C:22]2[CH:23]=[C:24]([C:29]([O:31][CH3:32])=[O:30])[C:25]([CH3:28])=[N:26][CH:27]=2)[CH2:5][C@H:4]1[O:3][CH3:2])=[O:20])[C:14]1[CH:19]=[CH:18][CH:17]=[CH:16][CH:15]=1. (7) Given the reactants [F:1][C:2]([F:25])([F:24])[O:3][C:4]1[CH:9]=[CH:8][C:7]([NH:10][C:11]([C:13]2[C:14]([C:20]([F:23])([F:22])[F:21])=[N:15][C:16](Cl)=[N:17][CH:18]=2)=[O:12])=[CH:6][CH:5]=1.[C:26]([O:30][C:31]([N:33]1[CH2:38][CH2:37][CH:36]([NH2:39])[CH2:35][CH2:34]1)=[O:32])([CH3:29])([CH3:28])[CH3:27].C(N(CC)CC)C, predict the reaction product. The product is: [C:26]([O:30][C:31]([N:33]1[CH2:38][CH2:37][CH:36]([NH:39][C:16]2[N:15]=[C:14]([C:20]([F:23])([F:22])[F:21])[C:13]([C:11](=[O:12])[NH:10][C:7]3[CH:8]=[CH:9][C:4]([O:3][C:2]([F:25])([F:24])[F:1])=[CH:5][CH:6]=3)=[CH:18][N:17]=2)[CH2:35][CH2:34]1)=[O:32])([CH3:29])([CH3:27])[CH3:28]. (8) The product is: [NH2:40][C:37]1[CH:36]=[CH:35][C:34]([C:33]([O:32][CH2:31][CH2:30][O:29][C:27](=[O:28])[CH2:26][CH2:25][C@H:14]([N:12]2[C:11]3[CH:10]=[CH:9][CH:8]=[CH:7][C:6]=3[C:5]3[C:13]2=[CH:1][CH:2]=[CH:3][CH:4]=3)[C:15]([OH:17])=[O:16])=[O:51])=[CH:39][CH:38]=1. Given the reactants [CH:1]1[C:13]2[N:12]([C@@H:14]([CH2:25][CH2:26][C:27]([O:29][CH2:30][CH2:31][O:32][C:33](=[O:51])[C:34]3[CH:39]=[CH:38][C:37]([NH:40]C(OCC4C=CC=CC=4)=O)=[CH:36][CH:35]=3)=[O:28])[C:15]([O:17]CC3C=CC=CC=3)=[O:16])[C:11]3[C:6](=[CH:7][CH:8]=[CH:9][CH:10]=3)[C:5]=2[CH:4]=[CH:3][CH:2]=1.C(O)(C)C, predict the reaction product. (9) Given the reactants [NH2:1][CH:2]1[CH2:7][CH2:6][N:5]([C:8]([N:10]2[C@@:14]([C:16]3[CH:21]=[CH:20][C:19]([Cl:22])=[CH:18][CH:17]=3)([CH3:15])[C@@:13]([C:24]3[CH:29]=[CH:28][C:27]([Cl:30])=[CH:26][CH:25]=3)([CH3:23])[N:12]=[C:11]2[C:31]2[CH:32]=[N:33][C:34]([C:40]([CH3:43])([CH3:42])[CH3:41])=[CH:35][C:36]=2[O:37][CH2:38][CH3:39])=[O:9])[CH2:4][CH2:3]1.[CH:44]([N:47]=[C:48]=[O:49])([CH3:46])[CH3:45], predict the reaction product. The product is: [C:40]([C:34]1[N:33]=[CH:32][C:31]([C:11]2[N:10]([C:8]([N:5]3[CH2:4][CH2:3][CH:2]([NH:1][C:48]([NH:47][CH:44]([CH3:46])[CH3:45])=[O:49])[CH2:7][CH2:6]3)=[O:9])[C@@:14]([C:16]3[CH:21]=[CH:20][C:19]([Cl:22])=[CH:18][CH:17]=3)([CH3:15])[C@@:13]([C:24]3[CH:29]=[CH:28][C:27]([Cl:30])=[CH:26][CH:25]=3)([CH3:23])[N:12]=2)=[C:36]([O:37][CH2:38][CH3:39])[CH:35]=1)([CH3:42])([CH3:41])[CH3:43].